The task is: Predict which catalyst facilitates the given reaction.. This data is from Catalyst prediction with 721,799 reactions and 888 catalyst types from USPTO. (1) Reactant: [O:1]=[O+][O-].[Cl:4][C:5]1[C:31]([C:32]([F:35])([F:34])[F:33])=[CH:30][CH:29]=[CH:28][C:6]=1[C:7]([NH:9][CH:10]([C:12]1[N:13]=[N:14][N:15]([C:22]2[N:27]=[CH:26][CH:25]=[CH:24][N:23]=2)[C:16]=1[CH2:17][CH:18]=C(C)C)[CH3:11])=[O:8].[BH4-].[Na+]. Product: [Cl:4][C:5]1[C:31]([C:32]([F:35])([F:34])[F:33])=[CH:30][CH:29]=[CH:28][C:6]=1[C:7]([NH:9][CH:10]([C:12]1[N:13]=[N:14][N:15]([C:22]2[N:27]=[CH:26][CH:25]=[CH:24][N:23]=2)[C:16]=1[CH2:17][CH2:18][OH:1])[CH3:11])=[O:8]. The catalyst class is: 5. (2) Reactant: [C:1]([O:5][C:6]([NH:8][CH2:9][C:10]([O:12]CC=C(C)C)=[O:11])=[O:7])([CH3:4])([CH3:3])[CH3:2].[Li+].CC([N-][CH:23]([CH3:25])[CH3:24])C.[CH2:26]1COC[CH2:27]1. Product: [C:1]([O:5][C:6]([NH:8][CH:9]([C:23]([CH3:24])([CH3:25])[CH:26]=[CH2:27])[C:10]([OH:12])=[O:11])=[O:7])([CH3:2])([CH3:3])[CH3:4]. The catalyst class is: 530. (3) Reactant: [Br:1][C:2]1[CH:10]=[CH:9][C:8]([C:11]#[N:12])=[C:7]2[C:3]=1[CH:4]=[CH:5][NH:6]2.CS(C)=[O:15].OO.[OH-].[Na+]. Product: [Br:1][C:2]1[CH:10]=[CH:9][C:8]([C:11]([NH2:12])=[O:15])=[C:7]2[C:3]=1[CH:4]=[CH:5][NH:6]2. The catalyst class is: 88. (4) Reactant: Br[C:2]1[S:22][C:5]2=[N:6][C:7]([CH3:21])=[CH:8][C:9]([NH:10][S:11]([C:14]3[CH:19]=[CH:18][CH:17]=[C:16]([Cl:20])[CH:15]=3)(=[O:13])=[O:12])=[C:4]2[C:3]=1[C:23]1[CH:28]=[CH:27][CH:26]=[C:25]([O:29][CH3:30])[CH:24]=1.[CH2:31]([OH:34])[C:32]#[CH:33].C(N(CC)CC)C. Product: [Cl:20][C:16]1[CH:15]=[C:14]([S:11]([NH:10][C:9]2[CH:8]=[C:7]([CH3:21])[N:6]=[C:5]3[S:22][C:2]([C:33]#[C:32][CH2:31][OH:34])=[C:3]([C:23]4[CH:28]=[CH:27][CH:26]=[C:25]([O:29][CH3:30])[CH:24]=4)[C:4]=23)(=[O:13])=[O:12])[CH:19]=[CH:18][CH:17]=1. The catalyst class is: 700. (5) Reactant: [F:1][C:2]1[CH:3]=[C:4]2[C:8](=[CH:9][CH:10]=1)[C:7](=O)[CH2:6][CH2:5]2.[CH3:12][Mg]Br. Product: [F:1][C:2]1[CH:3]=[C:4]2[C:8](=[CH:9][CH:10]=1)[CH:7]([CH3:12])[CH:6]=[CH:5]2. The catalyst class is: 1. (6) Reactant: [Cl:1][C:2]1[CH:7]=[CH:6][C:5]([CH:8]([CH:11]([C:15]2[CH:29]=[CH:28][C:18]([C:19]([NH:21][CH2:22][CH2:23][C:24]([O:26][CH3:27])=[O:25])=[O:20])=[CH:17][CH:16]=2)[CH2:12][CH2:13][CH3:14])[CH2:9][OH:10])=[CH:4][CH:3]=1.Br[CH2:31][C:32]1[CH:37]=[CH:36][C:35]([O:38][C:39]([F:42])([F:41])[F:40])=[CH:34][CH:33]=1. Product: [Cl:1][C:2]1[CH:3]=[CH:4][C:5]([CH:8]([CH:11]([C:15]2[CH:16]=[CH:17][C:18]([C:19]([NH:21][CH2:22][CH2:23][C:24]([O:26][CH3:27])=[O:25])=[O:20])=[CH:28][CH:29]=2)[CH2:12][CH2:13][CH3:14])[CH2:9][O:10][CH2:31][C:32]2[CH:37]=[CH:36][C:35]([O:38][C:39]([F:40])([F:41])[F:42])=[CH:34][CH:33]=2)=[CH:6][CH:7]=1. The catalyst class is: 2. (7) Reactant: [F:1][C:2]1[CH:7]=[CH:6][C:5]([C:8]2[NH:12][CH:11]=[C:10]([C:13]([NH:15][C:16]3[CH:21]=[CH:20][C:19]([S:22]([CH3:25])(=[O:24])=[O:23])=[CH:18][CH:17]=3)=[O:14])[C:9]=2[CH3:26])=[C:4]([C:27]([F:30])([F:29])[F:28])[CH:3]=1.CC(C)([O-])C.[Na+].[CH3:37][C@H:38]1[C@H:42]([CH3:43])OS(=O)(=O)[O:39]1.Cl. Product: [F:1][C:2]1[CH:7]=[CH:6][C:5]([C:8]2[N:12]([C@H:42]([CH3:43])[C@@H:38]([OH:39])[CH3:37])[CH:11]=[C:10]([C:13]([NH:15][C:16]3[CH:17]=[CH:18][C:19]([S:22]([CH3:25])(=[O:24])=[O:23])=[CH:20][CH:21]=3)=[O:14])[C:9]=2[CH3:26])=[C:4]([C:27]([F:29])([F:28])[F:30])[CH:3]=1. The catalyst class is: 44. (8) Reactant: C(O)(=O)C.[Cl:5][C:6]1[CH:23]=[CH:22][CH:21]=[C:20]([O:24][C:25]2[CH:30]=[CH:29][CH:28]=[CH:27][CH:26]=2)[C:7]=1[CH2:8][NH:9][C:10]([NH:12][C:13]1[CH:18]=[CH:17][C:16]([CH3:19])=[CH:15][N:14]=1)=[NH:11]. Product: [ClH:5].[CH3:19][C:16]1[CH:17]=[CH:18][C:13]([NH:12][C:10]([NH:9][CH2:8][C:7]2[CH:6]=[CH:23][CH:22]=[CH:21][C:20]=2[O:24][C:25]2[CH:30]=[CH:29][CH:28]=[CH:27][CH:26]=2)=[NH:11])=[N:14][CH:15]=1. The catalyst class is: 105.